This data is from Forward reaction prediction with 1.9M reactions from USPTO patents (1976-2016). The task is: Predict the product of the given reaction. (1) Given the reactants FC(F)(F)C(O)=O.[Cl:8][C:9]1[CH:14]=[CH:13][CH:12]=[CH:11][C:10]=1[N:15]1[CH:19]([C:20]2[N:25]=[C:24]([C:26]3[CH2:27][CH2:28][NH:29][CH2:30][CH:31]=3)[CH:23]=[CH:22][CH:21]=2)[CH2:18][C:17]([C:32]([F:38])([F:37])[C:33]([F:36])([F:35])[F:34])=[N:16]1.C(N(CC)CC)C.[CH3:46][S:47](Cl)(=[O:49])=[O:48].ClCCl, predict the reaction product. The product is: [Cl:8][C:9]1[CH:14]=[CH:13][CH:12]=[CH:11][C:10]=1[N:15]1[CH:19]([C:20]2[N:25]=[C:24]([C:26]3[CH2:27][CH2:28][N:29]([S:47]([CH3:46])(=[O:49])=[O:48])[CH2:30][CH:31]=3)[CH:23]=[CH:22][CH:21]=2)[CH2:18][C:17]([C:32]([F:38])([F:37])[C:33]([F:34])([F:36])[F:35])=[N:16]1. (2) Given the reactants Br[CH2:2][C:3]1[CH:10]=[CH:9][C:8]([Cl:11])=[CH:7][C:4]=1[C:5]#[N:6].[P:12]([O:19]CC)([O:16][CH2:17][CH3:18])[O:13][CH2:14][CH3:15], predict the reaction product. The product is: [Cl:11][C:8]1[CH:9]=[CH:10][C:3]([CH2:2][P:12](=[O:19])([O:16][CH2:17][CH3:18])[O:13][CH2:14][CH3:15])=[C:4]([C:5]#[N:6])[CH:7]=1.